This data is from Peptide-MHC class II binding affinity with 134,281 pairs from IEDB. The task is: Regression. Given a peptide amino acid sequence and an MHC pseudo amino acid sequence, predict their binding affinity value. This is MHC class II binding data. (1) The peptide sequence is HDGGCRKELAAVSVD. The MHC is DRB3_0202 with pseudo-sequence DRB3_0202. The binding affinity (normalized) is 0.0813. (2) The peptide sequence is TIKAERTEQKDFDGR. The MHC is DRB4_0101 with pseudo-sequence DRB4_0103. The binding affinity (normalized) is 0.238. (3) The peptide sequence is NSYIAEMETESWIVDKK. The MHC is HLA-DQA10103-DQB10603 with pseudo-sequence HLA-DQA10103-DQB10603. The binding affinity (normalized) is 0. (4) The peptide sequence is TTEEQKLIEDINVGF. The MHC is HLA-DQA10501-DQB10301 with pseudo-sequence HLA-DQA10501-DQB10301. The binding affinity (normalized) is 0.406. (5) The peptide sequence is RRAIDLPTHENHGLK. The MHC is HLA-DQA10103-DQB10603 with pseudo-sequence HLA-DQA10103-DQB10603. The binding affinity (normalized) is 0. (6) The peptide sequence is ISTNIRQAGVQYSRA. The MHC is DRB1_1302 with pseudo-sequence DRB1_1302. The binding affinity (normalized) is 0.392. (7) The peptide sequence is EITPQASTTEAILPE. The MHC is DRB1_0701 with pseudo-sequence DRB1_0701. The binding affinity (normalized) is 0.424. (8) The peptide sequence is ETALKKAITAMSEAQKAAKP. The MHC is DRB1_0301 with pseudo-sequence DRB1_0301. The binding affinity (normalized) is 0.273. (9) The peptide sequence is VENVRVAYGKCDSAG. The MHC is DRB3_0202 with pseudo-sequence DRB3_0202. The binding affinity (normalized) is 0.268.